The task is: Regression. Given two drug SMILES strings and cell line genomic features, predict the synergy score measuring deviation from expected non-interaction effect.. This data is from NCI-60 drug combinations with 297,098 pairs across 59 cell lines. (1) Synergy scores: CSS=25.9, Synergy_ZIP=-4.44, Synergy_Bliss=-6.94, Synergy_Loewe=-12.7, Synergy_HSA=-6.09. Drug 1: CCCS(=O)(=O)NC1=C(C(=C(C=C1)F)C(=O)C2=CNC3=C2C=C(C=N3)C4=CC=C(C=C4)Cl)F. Drug 2: C1=NC2=C(N=C(N=C2N1C3C(C(C(O3)CO)O)O)F)N. Cell line: UACC62. (2) Drug 1: CN(CCCl)CCCl.Cl. Drug 2: C(CCl)NC(=O)N(CCCl)N=O. Cell line: HT29. Synergy scores: CSS=23.5, Synergy_ZIP=-4.67, Synergy_Bliss=2.19, Synergy_Loewe=-10.5, Synergy_HSA=2.03.